From a dataset of NCI-60 drug combinations with 297,098 pairs across 59 cell lines. Regression. Given two drug SMILES strings and cell line genomic features, predict the synergy score measuring deviation from expected non-interaction effect. Drug 1: C1=CC(=CC=C1CC(C(=O)O)N)N(CCCl)CCCl.Cl. Drug 2: CC1=CC=C(C=C1)C2=CC(=NN2C3=CC=C(C=C3)S(=O)(=O)N)C(F)(F)F. Cell line: UO-31. Synergy scores: CSS=7.02, Synergy_ZIP=-3.79, Synergy_Bliss=-2.92, Synergy_Loewe=-2.13, Synergy_HSA=-2.07.